From a dataset of NCI-60 drug combinations with 297,098 pairs across 59 cell lines. Regression. Given two drug SMILES strings and cell line genomic features, predict the synergy score measuring deviation from expected non-interaction effect. (1) Drug 1: CC1CCC2CC(C(=CC=CC=CC(CC(C(=O)C(C(C(=CC(C(=O)CC(OC(=O)C3CCCCN3C(=O)C(=O)C1(O2)O)C(C)CC4CCC(C(C4)OC)OCCO)C)C)O)OC)C)C)C)OC. Drug 2: C(CC(=O)O)C(=O)CN.Cl. Cell line: OVCAR-5. Synergy scores: CSS=20.4, Synergy_ZIP=-1.57, Synergy_Bliss=8.91, Synergy_Loewe=-4.97, Synergy_HSA=2.32. (2) Drug 2: COC1=C2C(=CC3=C1OC=C3)C=CC(=O)O2. Drug 1: CC1=CC2C(CCC3(C2CCC3(C(=O)C)OC(=O)C)C)C4(C1=CC(=O)CC4)C. Cell line: SK-OV-3. Synergy scores: CSS=-2.87, Synergy_ZIP=0.503, Synergy_Bliss=-1.64, Synergy_Loewe=-2.48, Synergy_HSA=-2.46.